Task: Predict which catalyst facilitates the given reaction.. Dataset: Catalyst prediction with 721,799 reactions and 888 catalyst types from USPTO (1) Reactant: [CH3:1][O:2][C:3]1[CH:8]=[CH:7][C:6]([C:9]2[N:10]=[C:11]([CH:18]3[CH2:23][CH2:22][NH:21][CH2:20][CH2:19]3)[N:12]3[CH:17]=[CH:16][CH:15]=[CH:14][C:13]=23)=[CH:5][CH:4]=1.CCN(C(C)C)C(C)C.Br[CH2:34][CH2:35][C:36]1[CH:41]=[CH:40][CH:39]=[CH:38][CH:37]=1.C(Cl)Cl. Product: [CH3:1][O:2][C:3]1[CH:8]=[CH:7][C:6]([C:9]2[N:10]=[C:11]([CH:18]3[CH2:23][CH2:22][N:21]([CH2:34][CH2:35][C:36]4[CH:41]=[CH:40][CH:39]=[CH:38][CH:37]=4)[CH2:20][CH2:19]3)[N:12]3[CH:17]=[CH:16][CH:15]=[CH:14][C:13]=23)=[CH:5][CH:4]=1. The catalyst class is: 10. (2) Reactant: FC(F)(F)C(O)=O.[CH2:8]([NH:12][C:13]1[NH:21][C:20]2[C:16]([N:17]=[C:18]([O:22][CH3:23])[N:19]=2)=[C:15]([NH2:24])[N:14]=1)[CH2:9][CH2:10][CH3:11].C(=O)([O-])[O-].[K+].[K+].Br[CH2:32][CH2:33][CH2:34][CH2:35]Cl.[NH:37]1[CH2:43][CH2:42][CH2:41][CH2:40][CH2:39][CH2:38]1.C(N(CC)CC)C. Product: [CH2:8]([NH:12][C:13]1[N:21]=[C:20]2[C:16]([N:17]=[C:18]([O:22][CH3:23])[N:19]2[CH2:32][CH2:33][CH2:34][CH2:35][N:37]2[CH2:43][CH2:42][CH2:41][CH2:40][CH2:39][CH2:38]2)=[C:15]([NH2:24])[N:14]=1)[CH2:9][CH2:10][CH3:11]. The catalyst class is: 3.